From a dataset of Reaction yield outcomes from USPTO patents with 853,638 reactions. Predict the reaction yield, written as a fraction of the theoretical maximum amount of product (1.0 means a 100% yield; for example, 0.34 means a 34% yield). The catalyst is C1C=CC=CC=1.C1(C)C=CC=CC=1. The product is [CH3:4][C:3]1([C:6]2[CH:11]=[CH:10][CH:9]=[CH:8][CH:7]=2)[O:14][CH2:13][CH2:12][O:5]1. The reactants are [H][H].[C:3]([C:6]1[CH:11]=[CH:10][CH:9]=[CH:8][CH:7]=1)(=[O:5])[CH3:4].[CH2:12](O)[CH2:13][OH:14]. The yield is 1.00.